From a dataset of Experimentally validated miRNA-target interactions with 360,000+ pairs, plus equal number of negative samples. Binary Classification. Given a miRNA mature sequence and a target amino acid sequence, predict their likelihood of interaction. (1) The miRNA is hsa-miR-523-3p with sequence GAACGCGCUUCCCUAUAGAGGGU. The protein sequence of the target gene is MEAAADGPAETQSPVEKDSPAKTQSPAQDTSIMSRNNADTGRVLALPEHKKKRKGNLPAESVKILRDWMYKHRFKAYPSEEEKQMLSEKTNLSLLQISNWFINARRRILPDMLQQRRNDPIIGHKTGKDAHATHLQSTEASVPAKSGPSGPDNVQSLPLWPLPKGQMSREKQPDPESAPSQKLTGIAQPKKKVKVSVTSPSSPELVSPEEHADFSSFLLLVDAAVQRAAELELEKKQEPNP. Result: 0 (no interaction). (2) The miRNA is hsa-miR-106b-3p with sequence CCGCACUGUGGGUACUUGCUGC. The protein sequence of the target gene is MSGDKLLSELGYKLGRTIGEGSYSKVKVATSKKYKGTVAIKVVDRRRAPPDFVNKFLPRELSILRGVRHPHIVHVFEFIEVCNGKLYIVMEAAATDLLQAVQRNGRIPGVQARDLFAQIAGAVRYLHDHHLVHRDLKCENVLLSPDERRVKLTDFGFGRQAHGYPDLSTTYCGSAAYASPEVLLGIPYDPKKYDVWSMGVVLYVMVTGCMPFDDSDIAGLPRRQKRGVLYPEGLELSERCKALIAELLQFSPSARPSAGQVARNCWLRAGDSG. Result: 0 (no interaction). (3) The miRNA is hsa-miR-376a-5p with sequence GUAGAUUCUCCUUCUAUGAGUA. The protein sequence of the target gene is MAEITNIRPSFDVSPVVAGLIGASVLVVCVSVTVFVWSCCHQQAEKKQKNPPYKFIHMLKGISIYPETLSNKKKIIKVRRDKDGPGREGGRRNLLVDAAEAGLLSRDKDPRGPSSGSCIDQLPIKMDYGEELRSPITSLTPGESKTTSPSSPEEDVMLGSLTFSVDYNFPKKALVVTIQEAHGLPVMDDQTQGSDPYIKMTILPDKRHRVKTRVLRKTLDPVFDETFTFYGIPYSQLQDLVLHFLVLSFDRFSRDDVIGEVMVPLAGVDPSTGKVQLTRDIIKRNIQKCISRGELQVSLS.... Result: 0 (no interaction). (4) The miRNA is hsa-miR-518e-3p with sequence AAAGCGCUUCCCUUCAGAGUG. The protein sequence of the target gene is MAATASAGAGGIDGKPRTSPKSVKFLFGGLAGMGATVFVQPLDLVKNRMQLSGEGAKTREYKTSFHALTSILKAEGLRGIYTGLSAGLLRQATYTTTRLGIYTVLFERLTGADGTPPGFLLKAVIGMTAGATGAFVGTPAEVALIRMTADGRLPADQRRGYKNVFNALIRITREEGVLTLWRGCIPTMARAVVVNAAQLASYSQSKQFLLDSGYFSDNILCHFCASMISGLVTTAASMPVDIAKTRIQNMRMIDGKPEYKNGLDVLFKVVRYEGFFSLWKGFTPYYARLGPHTVLTFIFL.... Result: 0 (no interaction). (5) The miRNA is hsa-miR-34a-5p with sequence UGGCAGUGUCUUAGCUGGUUGU. The protein sequence of the target gene is MSAQGDCEFLVQRARELVPQDLWAAKAWLITARSLYPADFNIQYEMYTIERNAERTATAGRLLYDMFVNFPDQPVVWREISIITSALRNDSQDKQTQFLRSLFETLPGRVQCEMLLKVTEQCFNTLERSEMLLLLLRRFPETVVQHGVGLGEALLEAETIEEQESPVNCFRKLFVCDVLPLIINNHDVRLPANLLYKYLNKAAEFYINYVTRSTQIENQHQGAQDTSDLMSPSKRSSQKYIIEGLTEKSSQIVDPWERLFKILNVVGMRCEWQMDKGRRSYGDILHRMKDLCRYMNNFDS.... Result: 1 (interaction). (6) The miRNA is hsa-miR-4656 with sequence UGGGCUGAGGGCAGGAGGCCUGU. The protein sequence of the target gene is MNSLSEANTKFMFDLFQQFRKSKENNIFYSPISITSALGMVLLGAKDNTAQQISKVLHFDQVTENTTEKAATYHVDRSGNVHHQFQKLLTEFNKSTDAYELKIANKLFGEKTYQFLQEYLDAIKKFYQTSVESTDFANAPEESRKKINSWVESQTNEKIKNLFPDGTIGNDTTLVLVNAIYFKGQWENKFKKENTKEEKFWPNKNTYKSVQMMRQYNSFNFALLEDVQAKVLEIPYKGKDLSMIVLLPNEIDGLQKLEEKLTAEKLMEWTSLQNMRETCVDLHLPRFKMEESYDLKDTLR.... Result: 0 (no interaction). (7) The miRNA is mmu-miR-876-5p with sequence UGGAUUUCUCUGUGAAUCACUA. The protein sequence of the target gene is MALGGEERKRRKGSERRQSSGDGVSCAASDYLVGQVADSLRGGPRPPGGGTGRLAALFSTAEPSAPPVFVPVPQETSKKRKLDDDDDDEEESVSQTKKPVLQEPSRKVKVKKLSDADKRLANRESALASADLEEELHQDQGQGRRRRSQSRGKVADGEALDVALSLAKDGGQRTKIPVNPEEERLKNERTVFVGNLPVTCNKKKLKSFFKEYGQVESVRFRSVMPAEGTLTKKLAAIKRKFHPDQKSINAYVVFKDESAAAKALQRNGAQIAEGFRIRVDLASETASRDKRSVFVGNLPY.... Result: 1 (interaction). (8) The miRNA is hsa-miR-598-5p with sequence GCGGUGAUCCCGAUGGUGUGAGC. The protein sequence of the target gene is MLGQAVLFTTFLLLRAHQGQDCPDSSEEVVGVSGKPVQLRPSNIQTKDVSVQWKKTEQGSHRKIEILNWYNDGPSWSNVSFSDIYGFDYGDFALSIKSAKLQDSGHYLLEITNTGGKVCNKNFQLLILDHVETPNLKAQWKPWTNGTCQLFLSCLVTKDDNVSYALYRGSTLISNQRNSTHWENQIDASSLHTYTCNVSNRASWANHTLNFTHGCQSVPSNFRFLPFGVIIVILVTLFLGAIICFCVWTKKRKQLQFSPKEPLTIYEYVKDSRASRDQQGCSRASGSPSAVQEDGRGQRE.... Result: 0 (no interaction). (9) The miRNA is mmu-miR-673-5p with sequence CUCACAGCUCUGGUCCUUGGAG. The protein sequence of the target gene is MSTKQVTCRYFMHGVCREGSQCLFSHDLANSKPSTICKYYQKGYCAYGARCRYDHTKPPAAAGGAVGPAPNPSPSSGLHSPHPSPDIATSVMRTHSNEPGKREKKTLVLRDRNLTGLAEDKTPPSKVNNPGGCSDPQTSPEMKPHSYLDAIRTGLDDLEASSSYSNEPQLCPYAAAGECRFGDACVYLHGDMCEICRLQVLHPFDPEQRKAHEKMCMSTFEHEMEKAFAFQASQDKVCSICMEVILEKASASERRFGILSNCSHTYCLSCIRQWRCAKQFENPIIKSCPECRVISEFVIP.... Result: 1 (interaction). (10) The miRNA is mmu-miR-344e-3p with sequence GAUAUAACCAAAGCCUGACUAU. The protein sequence of the target gene is MPKGRRGSHSPTMSQRSAPPLYFPSLYDRGISSSPLSDFNIWKKLFVPLKAGGAPVGGAAGARSLSQALPAPAPPPPPPPGLGPSSERPWPSPWPSGLASIPYEPLRFFYSPPPGPEVVASPLVPCPSTPRLASASHPEELCELEIRIKELELLTITGDGFDSQSYTFLKALKDEKLQGLKTKQPGKKSASLS. Result: 0 (no interaction).